From a dataset of Full USPTO retrosynthesis dataset with 1.9M reactions from patents (1976-2016). Predict the reactants needed to synthesize the given product. (1) Given the product [F:14][C:15]1[C:16]([OH:23])=[C:17]([CH:20]=[CH:21][CH:22]=1)[CH2:18][N:4]1[CH2:5][CH2:6][N:1]([C:7]2[N:12]=[CH:11][NH:10][C:9](=[O:13])[CH:8]=2)[CH2:2][CH2:3]1, predict the reactants needed to synthesize it. The reactants are: [N:1]1([C:7]2[N:12]=[CH:11][NH:10][C:9](=[O:13])[CH:8]=2)[CH2:6][CH2:5][NH:4][CH2:3][CH2:2]1.[F:14][C:15]1[CH:22]=[CH:21][CH:20]=[C:17]([CH:18]=O)[C:16]=1[OH:23]. (2) Given the product [Cl:20][C:5]1[C:6]([NH:9][C@@H:10]2[C@@H:15]3[CH2:16][C@@H:12]([CH:13]=[CH:14]3)[C@@H:11]2[C:17]([NH2:19])=[O:18])=[C:7]2[N:8]=[C:26]([C:25]3[CH:28]=[CH:29][CH:30]=[C:23]([C:21]#[N:22])[CH:24]=3)[NH:1][C:2]2=[N:3][CH:4]=1, predict the reactants needed to synthesize it. The reactants are: [NH2:1][C:2]1[C:7]([NH2:8])=[C:6]([NH:9][C@@H:10]2[C@@H:15]3[CH2:16][C@@H:12]([CH:13]=[CH:14]3)[C@@H:11]2[C:17]([NH2:19])=[O:18])[C:5]([Cl:20])=[CH:4][N:3]=1.[C:21]([C:23]1[CH:24]=[C:25]([CH:28]=[CH:29][CH:30]=1)[CH:26]=O)#[N:22].C([O-])(=O)C.[NH4+]. (3) Given the product [Cl:1][C:2]1[CH:3]=[C:4]([CH:5]=[CH:6][C:7]=1[Cl:8])[O:9][C:11]1[CH:16]=[CH:15][CH:14]=[CH:13][C:12]=1[N+:17]([O-:19])=[O:18].[Cl:20][C:21]1[CH:22]=[C:23]([CH:32]=[CH:33][C:34]=1[Cl:35])[O:24][C:25]1[CH:31]=[CH:30][CH:29]=[CH:28][C:26]=1[NH:27][C:4]([NH:36][C:37]1[S:38][CH:39]=[CH:40][N:41]=1)=[O:9], predict the reactants needed to synthesize it. The reactants are: [Cl:1][C:2]1[CH:3]=[C:4]([OH:9])[CH:5]=[CH:6][C:7]=1[Cl:8].F[C:11]1[CH:16]=[CH:15][CH:14]=[CH:13][C:12]=1[N+:17]([O-:19])=[O:18].[Cl:20][C:21]1[CH:22]=[C:23]([CH:32]=[CH:33][C:34]=1[Cl:35])[O:24][C:25]1[CH:31]=[CH:30][CH:29]=[CH:28][C:26]=1[NH2:27].[NH2:36][C:37]1[S:38][CH:39]=[CH:40][N:41]=1.